From a dataset of Forward reaction prediction with 1.9M reactions from USPTO patents (1976-2016). Predict the product of the given reaction. Given the reactants [NH2:1][CH2:2][CH2:3][S:4]([OH:7])(=[O:6])=[O:5].[CH3:8][C@@H:9]([C@@H:15]1[C@@:19]2([CH3:35])[CH2:20][CH2:21][C@@H:22]3[C@@:27]4([CH3:33])[CH2:28][CH2:29][C@@H:30]([OH:32])[CH2:31][C@H:26]4[CH2:25][C@H:24](O)[C@H:23]3[C@@H:18]2[CH2:17][CH2:16]1)[CH2:10][CH2:11][C:12](O)=[O:13].[Cl-], predict the reaction product. The product is: [CH3:8][C@@H:9]([C@@H:15]1[C@@:19]2([CH3:35])[CH2:20][CH2:21][C@@H:22]3[C@@:27]4([CH3:33])[CH2:28][CH2:29][C@@H:30]([OH:32])[CH2:31][C@H:26]4[CH2:25][CH2:24][C@H:23]3[C@@H:18]2[CH2:17][CH2:16]1)[CH2:10][CH2:11][C:12]([NH:1][CH2:2][CH2:3][S:4]([OH:7])(=[O:6])=[O:5])=[O:13].